Dataset: Catalyst prediction with 721,799 reactions and 888 catalyst types from USPTO. Task: Predict which catalyst facilitates the given reaction. Reactant: [CH2:1]([O:8][C@@H:9]1[CH2:14][CH2:13][CH2:12][NH:11][CH2:10]1)[C:2]1[CH:7]=[CH:6][CH:5]=[CH:4][CH:3]=1.C[Al](C)C.[CH2:19]([C:23]1[CH:28]=[C:27]([C:29](OC)=[O:30])[N:26]=[N:25][C:24]=1[C:33]([O:35][CH3:36])=[O:34])[CH:20]([CH3:22])[CH3:21]. Product: [CH2:1]([O:8][C@@H:9]1[CH2:14][CH2:13][CH2:12][N:11]([C:29]([C:27]2[N:26]=[N:25][C:24]([C:33]([O:35][CH3:36])=[O:34])=[C:23]([CH2:19][CH:20]([CH3:22])[CH3:21])[CH:28]=2)=[O:30])[CH2:10]1)[C:2]1[CH:3]=[CH:4][CH:5]=[CH:6][CH:7]=1. The catalyst class is: 2.